From a dataset of Catalyst prediction with 721,799 reactions and 888 catalyst types from USPTO. Predict which catalyst facilitates the given reaction. Reactant: [CH2:1]([C@@H:8]1[CH2:19][N:18]2[C:10]([C:11]3[NH:12][C:13]([CH:22]4[CH2:26][CH2:25][CH2:24][CH2:23]4)=[N:14][C:15]=3[N:16]=[C:17]2[C:20]#[N:21])=[N:9]1)[C:2]1[CH:7]=[CH:6][CH:5]=[CH:4][CH:3]=1.[N-:27]=[N+:28]=[N-:29].[Na+].[Cl-].[NH4+].O. Product: [CH2:1]([C@@H:8]1[CH2:19][N:18]2[C:10]([C:11]3[NH:12][C:13]([CH:22]4[CH2:26][CH2:25][CH2:24][CH2:23]4)=[N:14][C:15]=3[N:16]=[C:17]2[C:20]2[NH:29][N:28]=[N:27][N:21]=2)=[N:9]1)[C:2]1[CH:7]=[CH:6][CH:5]=[CH:4][CH:3]=1. The catalyst class is: 60.